Task: Predict the product of the given reaction.. Dataset: Forward reaction prediction with 1.9M reactions from USPTO patents (1976-2016) (1) Given the reactants [Br:1][C:2]1[CH:7]=[CH:6][CH:5]=[C:4](F)[N:3]=1.Cl.[NH2:10][C@@H:11]([CH3:20])[C:12]([NH:14][CH2:15][C:16]([F:19])([F:18])[F:17])=[O:13].CCN(C(C)C)C(C)C, predict the reaction product. The product is: [Br:1][C:2]1[N:3]=[C:4]([NH:10][C@@H:11]([CH3:20])[C:12]([NH:14][CH2:15][C:16]([F:17])([F:18])[F:19])=[O:13])[CH:5]=[CH:6][CH:7]=1. (2) Given the reactants [CH2:1]([C:5]1[N:6]=[C:7]([O:27][CH3:28])[NH:8][C:9](=[O:26])[C:10]=1[CH2:11][C:12]1[CH:17]=[CH:16][C:15]([C:18]2[C:19]([C:24]#[N:25])=[CH:20][CH:21]=[CH:22][CH:23]=2)=[CH:14][CH:13]=1)[CH2:2][CH2:3][CH3:4].[CH2:29](Br)[C:30]1[CH:35]=[CH:34][CH:33]=[CH:32][CH:31]=1.C(=O)([O-])[O-].[Cs+].[Cs+], predict the reaction product. The product is: [CH2:29]([N:8]1[C:9](=[O:26])[C:10]([CH2:11][C:12]2[CH:17]=[CH:16][C:15]([C:18]3[C:19]([C:24]#[N:25])=[CH:20][CH:21]=[CH:22][CH:23]=3)=[CH:14][CH:13]=2)=[C:5]([CH2:1][CH2:2][CH2:3][CH3:4])[N:6]=[C:7]1[O:27][CH3:28])[C:30]1[CH:35]=[CH:34][CH:33]=[CH:32][CH:31]=1. (3) Given the reactants [NH2:1][CH2:2][CH:3]1[CH2:8][CH2:7][CH:6]([O:9][CH3:10])[CH2:5][N:4]1[C:11]([C:13]1[N:14]=[C:15]([CH3:25])[S:16][C:17]=1[C:18]1[CH:23]=[CH:22][CH:21]=[C:20]([F:24])[CH:19]=1)=[O:12].[N:26]1[C:35]2[C:30](=[CH:31][CH:32]=[CH:33][C:34]=2[C:36](O)=[O:37])[CH:29]=[CH:28][CH:27]=1, predict the reaction product. The product is: [F:24][C:20]1[CH:19]=[C:18]([C:17]2[S:16][C:15]([CH3:25])=[N:14][C:13]=2[C:11]([N:4]2[CH2:5][CH:6]([O:9][CH3:10])[CH2:7][CH2:8][CH:3]2[CH2:2][NH:1][C:36]([C:34]2[CH:33]=[CH:32][CH:31]=[C:30]3[C:35]=2[N:26]=[CH:27][CH:28]=[CH:29]3)=[O:37])=[O:12])[CH:23]=[CH:22][CH:21]=1. (4) Given the reactants [NH2:1][C:2]1[N:7]=[C:6]([C:8]2[S:12][C:11]3[CH:13]=[CH:14][C:15]([CH2:17][NH:18]C(C4SC=CC=4)=O)=[CH:16][C:10]=3[C:9]=2[CH3:26])[CH:5]=[CH:4][N:3]=1.[OH:27][C:28]1[CH:33]=[CH:32][CH:31]=[CH:30][C:29]=1[CH2:34][C:35]([OH:37])=O.S1C=CC=C1C(O)=O, predict the reaction product. The product is: [NH2:1][C:2]1[N:7]=[C:6]([C:8]2[S:12][C:11]3[CH:13]=[CH:14][C:15]([CH2:17][NH:18][C:35](=[O:37])[CH2:34][C:29]4[CH:30]=[CH:31][CH:32]=[CH:33][C:28]=4[OH:27])=[CH:16][C:10]=3[C:9]=2[CH3:26])[CH:5]=[CH:4][N:3]=1.